This data is from Catalyst prediction with 721,799 reactions and 888 catalyst types from USPTO. The task is: Predict which catalyst facilitates the given reaction. Reactant: C([O:3][C:4]([C:6]1[C:10]([CH3:11])=[CH:9][NH:8][C:7]=1[CH2:12][CH2:13][NH:14][CH2:15][CH2:16][N:17]1[CH2:22][CH2:21][O:20][CH2:19][CH2:18]1)=O)C.C[Al](C)C.Cl.[OH-].[Na+]. Product: [CH3:11][C:10]1[C:6]2[C:4](=[O:3])[N:14]([CH2:15][CH2:16][N:17]3[CH2:22][CH2:21][O:20][CH2:19][CH2:18]3)[CH2:13][CH2:12][C:7]=2[NH:8][CH:9]=1. The catalyst class is: 93.